Dataset: Catalyst prediction with 721,799 reactions and 888 catalyst types from USPTO. Task: Predict which catalyst facilitates the given reaction. (1) Reactant: Br[CH:2]([CH2:9][C:10]([O:12][CH3:13])=[O:11])[C:3](=O)[C:4]([O:6][CH3:7])=[O:5].[CH:14](=[S:16])[NH2:15]. The catalyst class is: 14. Product: [CH3:13][O:12][C:10](=[O:11])[CH2:9][C:2]1[S:16][CH:14]=[N:15][C:3]=1[C:4]([O:6][CH3:7])=[O:5]. (2) Reactant: [C:1]1([C:7]([C:14]2[CH:19]=[CH:18][CH:17]=[CH:16][CH:15]=2)=[C:8]2[CH2:13][CH2:12][NH:11][CH2:10][CH2:9]2)[CH:6]=[CH:5][CH:4]=[CH:3][CH:2]=1.[C:20]([O:24][CH2:25][CH:26]([CH3:28])[CH3:27])(=[O:23])[CH:21]=[CH2:22]. The catalyst class is: 8. Product: [C:1]1([C:7]([C:14]2[CH:19]=[CH:18][CH:17]=[CH:16][CH:15]=2)=[C:8]2[CH2:9][CH2:10][N:11]([CH2:22][CH2:21][C:20]([O:24][CH2:25][CH:26]([CH3:28])[CH3:27])=[O:23])[CH2:12][CH2:13]2)[CH:2]=[CH:3][CH:4]=[CH:5][CH:6]=1. (3) The catalyst class is: 803. Reactant: [CH3:1][NH:2][C:3]1[C:8]([NH2:9])=[CH:7][C:6]([C:10]([F:13])([F:12])[F:11])=[CH:5][N:4]=1.[CH2:14]([S:16][C:17]1[C:22]([C:23](O)=[O:24])=[CH:21][N:20]=[C:19]([C:26]([F:29])([F:28])[F:27])[CH:18]=1)[CH3:15].CCN=C=NCCCN(C)C.Cl.C1C=CC2N(O)N=NC=2C=1. Product: [CH3:1][NH:2][C:3]1[C:8]([NH:9][C:23]([C:22]2[CH:21]=[N:20][C:19]([C:26]([F:28])([F:29])[F:27])=[CH:18][C:17]=2[S:16][CH2:14][CH3:15])=[O:24])=[CH:7][C:6]([C:10]([F:13])([F:11])[F:12])=[CH:5][N:4]=1. (4) Reactant: O[CH2:2][C:3]1[CH:12]=[N:11][C:10]2[N:9]3[CH2:13][CH2:14][CH2:15][C@H:8]3[C:7](=[O:16])[NH:6][C:5]=2[CH:4]=1.Cl.[CH2:18]([NH:20][C:21](=[O:35])[C:22]1[CH:27]=[CH:26][C:25]([N:28]2[CH2:33][CH2:32][NH:31][CH2:30][CH2:29]2)=[CH:24][C:23]=1[F:34])[CH3:19].[I-].C(C[P+](C)(C)C)#N.C(N(CC)C(C)C)(C)C. Product: [CH2:18]([NH:20][C:21](=[O:35])[C:22]1[CH:27]=[CH:26][C:25]([N:28]2[CH2:33][CH2:32][N:31]([CH2:2][C:3]3[CH:12]=[N:11][C:10]4[N:9]5[CH2:13][CH2:14][CH2:15][C@H:8]5[C:7](=[O:16])[NH:6][C:5]=4[CH:4]=3)[CH2:30][CH2:29]2)=[CH:24][C:23]=1[F:34])[CH3:19]. The catalyst class is: 397. (5) Reactant: [Si:1](Cl)([C:4]([CH3:7])([CH3:6])[CH3:5])([CH3:3])[CH3:2].N1C=CN=C1.[CH3:14][O:15][C:16]([C:18]1[O:19][C:20]([C:23]2[CH:28]=[CH:27][C:26]([C:29]([CH2:40][CH3:41])([C:32]3[CH:37]=[CH:36][C:35]([OH:38])=[C:34]([CH3:39])[CH:33]=3)[CH2:30][CH3:31])=[CH:25][C:24]=2[CH3:42])=[CH:21][CH:22]=1)=[O:17].C(OCC)C. Product: [CH3:14][O:15][C:16]([C:18]1[O:19][C:20]([C:23]2[CH:28]=[CH:27][C:26]([C:29]([C:32]3[CH:37]=[CH:36][C:35]([O:38][Si:1]([C:4]([CH3:7])([CH3:6])[CH3:5])([CH3:3])[CH3:2])=[C:34]([CH3:39])[CH:33]=3)([CH2:30][CH3:31])[CH2:40][CH3:41])=[CH:25][C:24]=2[CH3:42])=[CH:21][CH:22]=1)=[O:17]. The catalyst class is: 9. (6) Reactant: [CH:1]1[CH:10]=[C:9]([OH:11])[CH:8]=[C:7]2[C:2]=1[CH:3]1[O:14][C:13]3[CH:15]=[CH:16][CH:17]=[CH:18][C:12]=3[CH:4]1[CH2:5][O:6]2.[H-].[Na+].[CH2:21](Br)[CH:22]=[CH2:23].Cl. Product: [CH2:23]([O:11][C:9]1[CH:8]=[C:7]2[C:2]([CH:3]3[O:14][C:13]4[CH:15]=[CH:16][CH:17]=[CH:18][C:12]=4[CH:4]3[CH2:5][O:6]2)=[CH:1][CH:10]=1)[CH:22]=[CH2:21]. The catalyst class is: 18. (7) Reactant: [F:1][C:2]([F:29])([F:28])[C:3]1[CH:8]=[CH:7][C:6]([N:9]2[CH2:14][CH2:13][N:12]([CH2:15][CH2:16][N:17]3C(=O)C4=CC=CC=C4C3=O)[CH2:11][CH2:10]2)=[CH:5][CH:4]=1.O.NN. Product: [F:29][C:2]([F:1])([F:28])[C:3]1[CH:4]=[CH:5][C:6]([N:9]2[CH2:10][CH2:11][N:12]([CH2:15][CH2:16][NH2:17])[CH2:13][CH2:14]2)=[CH:7][CH:8]=1. The catalyst class is: 8.